Dataset: Reaction yield outcomes from USPTO patents with 853,638 reactions. Task: Predict the reaction yield, written as a fraction of the theoretical maximum amount of product (1.0 means a 100% yield; for example, 0.34 means a 34% yield). (1) The reactants are [C:9](O[C:9]([O:11][C:12]([CH3:15])([CH3:14])[CH3:13])=[O:10])([O:11][C:12]([CH3:15])([CH3:14])[CH3:13])=[O:10].[CH2:16]([NH2:19])[CH2:17][NH2:18]. The catalyst is ClCCl. The product is [C:12]([O:11][C:9](=[O:10])[NH:18][CH2:17][CH2:16][NH2:19])([CH3:13])([CH3:14])[CH3:15]. The yield is 1.00. (2) The reactants are BrC([C:4]1[C:9]2=[N:10][O:11][N:12]=[C:8]2[CH:7]=[CH:6][CH:5]=1)Br.C[CH2:14][OH:15]. The catalyst is O.[N+]([O-])([O-])=O.[Ag+]. The product is [CH:14]([C:6]1[CH:5]=[CH:4][C:9]2[C:8]([CH:7]=1)=[N:12][O:11][N:10]=2)=[O:15]. The yield is 0.780.